Predict the reactants needed to synthesize the given product. From a dataset of Full USPTO retrosynthesis dataset with 1.9M reactions from patents (1976-2016). (1) Given the product [C:30]([C:20]1([NH:19][C:17](=[O:18])[CH:16]([NH:15][C:2]2[C:6]3[CH:7]=[CH:8][CH:9]=[CH:10][C:5]=3[S:4](=[O:12])(=[O:11])[N:3]=2)[CH2:32][CH:33]2[CH2:38][CH2:37][CH2:36][CH2:35][CH2:34]2)[CH2:24][CH2:23][N:22]([CH:25]([CH2:26][CH3:27])[CH2:28][CH3:29])[CH2:21]1)#[N:31], predict the reactants needed to synthesize it. The reactants are: Cl[C:2]1[C:6]2[CH:7]=[CH:8][CH:9]=[CH:10][C:5]=2[S:4](=[O:12])(=[O:11])[N:3]=1.Cl.Cl.[NH2:15][CH:16]([CH2:32][CH:33]1[CH2:38][CH2:37][CH2:36][CH2:35][CH2:34]1)[C:17]([NH:19][C:20]1([C:30]#[N:31])[CH2:24][CH2:23][N:22]([CH:25]([CH2:28][CH3:29])[CH2:26][CH3:27])[CH2:21]1)=[O:18]. (2) Given the product [Cl:1][CH2:2][C:3]1[C:8]([CH3:21])=[N:7][C:6]2[N:9]([CH2:12][CH3:13])[N:10]=[CH:11][C:5]=2[C:4]=1[NH:14][CH:15]1[CH2:20][CH2:19][O:18][CH2:17][CH2:16]1.[CH3:43][O:40][CH2:39][C:30]1[CH:31]=[C:26]2[CH:25]=[N:24][NH:23][C:27]2=[N:28][CH:29]=1, predict the reactants needed to synthesize it. The reactants are: [Cl:1][CH2:2][C:3]1[CH:8]=[N:7][C:6]2[N:9]([CH2:12][CH3:13])[N:10]=[CH:11][C:5]=2[C:4]=1[NH:14][CH:15]1[CH2:20][CH2:19][O:18][CH2:17][CH2:16]1.[CH2:21]([N:23]1[C:27]2=[N:28][C:29](C)=[C:30]([CH2:39][OH:40])[C:31](NC3CCOCC3)=[C:26]2[CH:25]=[N:24]1)C.Cl[CH2:43]C1C=C2C=NNC2=NC=1. (3) Given the product [NH2:28][C:29]1[CH:30]=[C:31]([NH:35][C:36]2[C:41]([F:42])=[CH:40][N:39]=[C:38]([NH:43][C:23]3[CH:24]=[CH:26][CH:27]=[C:21]([O:20][CH:17]([CH3:19])[CH3:18])[CH:22]=3)[N:37]=2)[CH:32]=[CH:33][CH:34]=1, predict the reactants needed to synthesize it. The reactants are: NC1C=C(NC2C(F)=CN=C(Cl)N=2)C=CC=1.[CH:17]([O:20][C:21]1[CH:27]=[CH:26][C:24](N)=[CH:23][CH:22]=1)([CH3:19])[CH3:18].[NH2:28][C:29]1[CH:30]=[C:31]([NH:35][C:36]2[C:41]([F:42])=[CH:40][N:39]=[C:38]([NH:43]C3C=CC(OC(C)C)=CC=3)[N:37]=2)[CH:32]=[CH:33][CH:34]=1. (4) Given the product [O:19]=[C:9]1[CH2:8][CH2:7][C:6](=[O:20])[N:10]1[O:30][C:29](=[O:31])[C:28]1[CH:32]=[C:24]([C:21](=[O:23])[CH3:22])[CH:25]=[CH:26][C:27]=1[O:33][CH2:34][CH2:35][CH2:36][N:37]=[N+:38]=[N-:39], predict the reactants needed to synthesize it. The reactants are: F[B-](F)(F)F.[C:6]1(=[O:20])[N:10](OC(N(C)C)=[N+](C)C)[C:9](=[O:19])[CH2:8][CH2:7]1.[C:21]([C:24]1[CH:25]=[CH:26][C:27]([O:33][CH2:34][CH2:35][CH2:36][N:37]=[N+:38]=[N-:39])=[C:28]([CH:32]=1)[C:29]([OH:31])=[O:30])(=[O:23])[CH3:22].C(N(CC)CC)C.S([O-])(O)(=O)=O.[Na+]. (5) Given the product [CH3:13][O:12][C:4]1[CH:5]=[CH:6][C:7]([N+:9]([O-:11])=[O:10])=[CH:8][C:3]=1[CH2:2][C:14]#[N:15], predict the reactants needed to synthesize it. The reactants are: Br[CH2:2][C:3]1[CH:8]=[C:7]([N+:9]([O-:11])=[O:10])[CH:6]=[CH:5][C:4]=1[O:12][CH3:13].[C-:14]#[N:15].[Na+]. (6) Given the product [CH2:41]([O:24][CH2:23][C@@:21]12[CH2:20][N:19]([S:25]([C:28]3[CH:29]=[N:30][C:31]([N:34]4[CH2:39][CH2:38][O:37][CH2:36][CH2:35]4)=[CH:32][CH:33]=3)(=[O:26])=[O:27])[CH2:18][CH2:17][C:16]1=[CH:15][C:14]1[N:10]([C:7]3[CH:8]=[CH:9][C:4]([F:3])=[CH:5][CH:6]=3)[N:11]=[CH:12][C:13]=1[CH2:22]2)[CH3:42], predict the reactants needed to synthesize it. The reactants are: [H-].[Na+].[F:3][C:4]1[CH:9]=[CH:8][C:7]([N:10]2[C:14]3[CH:15]=[C:16]4[C@:21]([CH2:23][OH:24])([CH2:22][C:13]=3[CH:12]=[N:11]2)[CH2:20][N:19]([S:25]([C:28]2[CH:29]=[N:30][C:31]([N:34]3[CH2:39][CH2:38][O:37][CH2:36][CH2:35]3)=[CH:32][CH:33]=2)(=[O:27])=[O:26])[CH2:18][CH2:17]4)=[CH:6][CH:5]=1.O1CC[CH2:42][CH2:41]1. (7) Given the product [CH3:31][O:32][C:33](=[O:37])[CH2:34][CH2:35][NH:36][C:16]([C:14]1[S:15][C:11]([CH:9]([O:8][C:6]2[CH:7]=[C:2]([CH3:1])[C:3]([C:20]3[CH:25]=[CH:24][C:23]([C:26]([F:27])([F:28])[F:29])=[CH:22][CH:21]=3)=[C:4]([CH3:19])[CH:5]=2)[CH3:10])=[CH:12][CH:13]=1)=[O:17], predict the reactants needed to synthesize it. The reactants are: [CH3:1][C:2]1[CH:7]=[C:6]([O:8][CH:9]([C:11]2[S:15][C:14]([C:16](O)=[O:17])=[CH:13][CH:12]=2)[CH3:10])[CH:5]=[C:4]([CH3:19])[C:3]=1[C:20]1[CH:25]=[CH:24][C:23]([C:26]([F:29])([F:28])[F:27])=[CH:22][CH:21]=1.Cl.[CH3:31][O:32][C:33](=[O:37])[CH2:34][CH2:35][NH2:36].O.ON1C2C=CC=CC=2N=N1.C(N(CC)C(C)C)(C)C.Cl.CN(C)CCCN=C=NCC.